This data is from Catalyst prediction with 721,799 reactions and 888 catalyst types from USPTO. The task is: Predict which catalyst facilitates the given reaction. (1) Reactant: [N+:1]([C:4]1[CH:9]=[C:8]([CH2:10][C:11]2[N:15]3[N:16]=[C:17]([C:20]4[CH:25]=[CH:24][CH:23]=[CH:22][CH:21]=4)[CH:18]=[CH:19][C:14]3=[N:13][N:12]=2)[CH:7]=[CH:6][C:5]=1[NH2:26])([O-])=O.CN(C)C=O. Product: [C:20]1([C:17]2[CH:18]=[CH:19][C:14]3[N:15]([C:11]([CH2:10][C:8]4[CH:9]=[C:4]([NH2:1])[C:5]([NH2:26])=[CH:6][CH:7]=4)=[N:12][N:13]=3)[N:16]=2)[CH:25]=[CH:24][CH:23]=[CH:22][CH:21]=1. The catalyst class is: 541. (2) Reactant: [Cl:1][C:2]1[CH:10]=[C:9]2[C:5](/[C:6](=[CH:12]/[C:13]3[CH:18]=[C:17]([Cl:19])[C:16]([F:20])=[CH:15][C:14]=3[O:21][CH3:22])/[C:7](=[O:11])[NH:8]2)=[CH:4][CH:3]=1.[C:23]([O:27][C:28](O[C:28]([O:27][C:23]([CH3:26])([CH3:25])[CH3:24])=[O:29])=[O:29])([CH3:26])([CH3:25])[CH3:24]. Product: [C:23]([O:27][C:28]([N:8]1[C:9]2[C:5](=[CH:4][CH:3]=[C:2]([Cl:1])[CH:10]=2)/[C:6](=[CH:12]/[C:13]2[CH:18]=[C:17]([Cl:19])[C:16]([F:20])=[CH:15][C:14]=2[O:21][CH3:22])/[C:7]1=[O:11])=[O:29])([CH3:26])([CH3:25])[CH3:24]. The catalyst class is: 112. (3) Reactant: [F:1][C:2]1[CH:3]=[CH:4][C:5]([O:10][CH2:11][C@@H:12]2[CH2:14][O:13]2)=[C:6]([CH:9]=1)C=O.C1C=C(Cl)C=C([C:22]([O:24]O)=[O:23])C=1. Product: [CH:22]([O:24][C:6]1[CH:9]=[C:2]([F:1])[CH:3]=[CH:4][C:5]=1[O:10][CH2:11][C@@H:12]1[CH2:14][O:13]1)=[O:23]. The catalyst class is: 2. (4) Reactant: [C:1]1([C@@H:7]([CH2:11][CH3:12])[C:8](O)=[O:9])[CH:6]=[CH:5][CH:4]=[CH:3][CH:2]=1.C(Cl)(=O)C([Cl:16])=O.CN(C=O)C. Product: [C:1]1([C@@H:7]([CH2:11][CH3:12])[C:8]([Cl:16])=[O:9])[CH:6]=[CH:5][CH:4]=[CH:3][CH:2]=1. The catalyst class is: 390. (5) Reactant: O.[C:2]([O-:5])(=[O:4])[CH3:3].[Cu+2:6].[C:7]([O-:10])(=[O:9])[CH3:8].O.[NH2:12][NH2:13]. Product: [NH2:12][NH2:13].[C:2]([O-:5])(=[O:4])[CH3:3].[Cu+2:6].[C:7]([O-:10])(=[O:9])[CH3:8]. The catalyst class is: 8. (6) Reactant: [CH3:1][C@:2]1([OH:9])[CH2:8][C:6](=[O:7])[O:5][CH2:4][CH2:3]1.[NH2:10][CH2:11][CH2:12][CH2:13][CH2:14][CH2:15][OH:16]. Product: [OH:9][C:2]([CH3:1])([CH2:3][CH2:4][OH:5])[CH2:8][C:6]([NH:10][CH2:11][CH2:12][CH2:13][CH2:14][CH2:15][OH:16])=[O:7]. The catalyst class is: 1. (7) Reactant: [H-].[Na+].[CH2:3]([NH:7][S:8]([C:11]1[CH:16]=[CH:15][CH:14]=[CH:13][CH:12]=1)(=[O:10])=[O:9])[CH2:4][CH2:5][CH3:6].Cl[C:18]1[N:22]([CH3:23])[C:21]2[CH:24]=[CH:25][CH:26]=[CH:27][C:20]=2[N:19]=1.O. Product: [CH2:3]([N:7]([C:18]1[N:22]([CH3:23])[C:21]2[CH:24]=[CH:25][CH:26]=[CH:27][C:20]=2[N:19]=1)[S:8]([C:11]1[CH:16]=[CH:15][CH:14]=[CH:13][CH:12]=1)(=[O:10])=[O:9])[CH2:4][CH2:5][CH3:6]. The catalyst class is: 3.